This data is from Reaction yield outcomes from USPTO patents with 853,638 reactions. The task is: Predict the reaction yield, written as a fraction of the theoretical maximum amount of product (1.0 means a 100% yield; for example, 0.34 means a 34% yield). (1) The reactants are O[CH:2]=[C:3]1[C:11]2[C:6](=[CH:7][C:8]([C:12]([C:14]3[CH:19]=[CH:18][C:17]([NH:20][C:21]([C:23]4[N:24]([CH2:29][CH3:30])[N:25]=[C:26]([CH3:28])[CH:27]=4)=[O:22])=[CH:16][CH:15]=3)=[O:13])=[CH:9][CH:10]=2)[NH:5][C:4]1=[O:31].[NH:32]1[C:40]2[C:35](=[CH:36][CH:37]=[C:38]([NH2:41])[CH:39]=2)[CH:34]=[N:33]1. The catalyst is C1COCC1. The product is [NH:32]1[C:40]2[C:35](=[CH:36][CH:37]=[C:38]([NH:41][CH:2]=[C:3]3[C:11]4[C:6](=[CH:7][C:8]([C:12]([C:14]5[CH:15]=[CH:16][C:17]([NH:20][C:21]([C:23]6[N:24]([CH2:29][CH3:30])[N:25]=[C:26]([CH3:28])[CH:27]=6)=[O:22])=[CH:18][CH:19]=5)=[O:13])=[CH:9][CH:10]=4)[NH:5][C:4]3=[O:31])[CH:39]=2)[CH:34]=[N:33]1. The yield is 0.160. (2) The catalyst is CS(O)(=O)=O.O=P12OP3(OP(OP(O3)(O1)=O)(=O)O2)=O. The yield is 0.320. The reactants are [CH3:1][C:2]([CH3:7])=[CH:3][C:4](O)=[O:5].[F:8][C:9]([F:19])([F:18])[O:10][C:11]1[CH:12]=[C:13]([OH:17])[CH:14]=[CH:15][CH:16]=1. The product is [CH3:1][C:2]1([CH3:7])[CH2:3][C:4](=[O:5])[C:14]2[C:13](=[CH:12][C:11]([O:10][C:9]([F:8])([F:18])[F:19])=[CH:16][CH:15]=2)[O:17]1. (3) The reactants are [Br:1][C:2]1[CH:7]=[C:6]([O:8][C:9]([F:12])([F:11])[F:10])[CH:5]=[CH:4][C:3]=1[OH:13].[OH:14][C@@H:15]([CH3:29])[CH2:16][CH2:17]OS(C1C=CC(C)=CC=1)(=O)=O.C([O-])([O-])=O.[Cs+].[Cs+]. The yield is 0.830. The catalyst is CN(C=O)C.CCOCC. The product is [Br:1][C:2]1[CH:7]=[C:6]([O:8][C:9]([F:11])([F:12])[F:10])[CH:5]=[CH:4][C:3]=1[O:13][CH2:17][CH2:16][C@@H:15]([OH:14])[CH3:29]. (4) The product is [Cl:1][C:2]1[CH:7]=[CH:6][C:5]([C:8]2[NH:9][C:10]3[N:11]([N:15]=[C:16]([CH3:21])[C:17]=3[C:18](/[N:20]=[C:24](/[N:26]([CH3:28])[CH3:27])\[CH3:25])=[O:19])[C:12](=[O:14])[CH:13]=2)=[CH:4][CH:3]=1. The reactants are [Cl:1][C:2]1[CH:7]=[CH:6][C:5]([C:8]2[NH:9][C:10]3[N:11]([N:15]=[C:16]([CH3:21])[C:17]=3[C:18]([NH2:20])=[O:19])[C:12](=[O:14])[CH:13]=2)=[CH:4][CH:3]=1.CO[C:24](OC)([N:26]([CH3:28])[CH3:27])[CH3:25]. The yield is 0.540. The catalyst is CN(C=O)C. (5) The reactants are O[Li].O.[C:4]([O:8][C:9]([C@H:11]([CH2:16][C:17]1[CH:22]=[CH:21][C:20]([Cl:23])=[C:19]([F:24])[CH:18]=1)[C:12]([O:14]C)=[O:13])=[O:10])([CH3:7])([CH3:6])[CH3:5].C1COCC1. The catalyst is O. The product is [C:4]([O:8][C:9]([C@H:11]([CH2:16][C:17]1[CH:22]=[CH:21][C:20]([Cl:23])=[C:19]([F:24])[CH:18]=1)[C:12]([OH:14])=[O:13])=[O:10])([CH3:7])([CH3:5])[CH3:6]. The yield is 0.831. (6) The reactants are [F:1][C:2]1[CH:7]=[CH:6][C:5]([C:8]2[C:12]3[C:13](=[O:17])[NH:14][CH2:15][CH2:16][C:11]=3[NH:10][C:9]=2[CH:18]=O)=[CH:4][CH:3]=1.[F:20][C:21]1[CH:22]=[C:23]2[C:27](=[CH:28][CH:29]=1)[NH:26][C:25](=[O:30])[CH2:24]2.N1CCCCC1.CN(C)C=O. The catalyst is C(O)C. The product is [F:20][C:21]1[CH:22]=[C:23]2[C:27](=[CH:28][CH:29]=1)[NH:26][C:25](=[O:30])[C:24]2=[CH:18][C:9]1[NH:10][C:11]2[CH2:16][CH2:15][NH:14][C:13](=[O:17])[C:12]=2[C:8]=1[C:5]1[CH:4]=[CH:3][C:2]([F:1])=[CH:7][CH:6]=1. The yield is 0.659. (7) The reactants are [C:1]([O:5][C:6]([N:8]1[CH2:13][CH2:12][CH:11]([C:14]2[C:23]3[C:18](=[CH:19][C:20]([O:25][CH2:26][CH2:27][CH2:28][N:29]4[CH2:34][CH2:33][N:32]([CH3:35])[CH2:31][CH2:30]4)=[C:21](F)[CH:22]=3)[N:17]=[CH:16][N:15]=2)[CH2:10][CH2:9]1)=[O:7])([CH3:4])([CH3:3])[CH3:2].CS(C)=O.[O:40]([CH3:42])[K].CO. The catalyst is C(Cl)Cl. The product is [C:1]([O:5][C:6]([N:8]1[CH2:13][CH2:12][CH:11]([C:14]2[C:23]3[C:18](=[CH:19][C:20]([O:25][CH2:26][CH2:27][CH2:28][N:29]4[CH2:34][CH2:33][N:32]([CH3:35])[CH2:31][CH2:30]4)=[C:21]([O:40][CH3:42])[CH:22]=3)[N:17]=[CH:16][N:15]=2)[CH2:10][CH2:9]1)=[O:7])([CH3:4])([CH3:3])[CH3:2]. The yield is 0.550. (8) The reactants are [CH3:1][N:2]1[CH2:7][CH2:6][N:5]([CH:8]2[CH2:11][N:10](C(OCC3C=CC=CC=3)=O)[CH2:9]2)[CH2:4][CH2:3]1. The catalyst is CO.[Pd]. The product is [NH:10]1[CH2:11][CH:8]([N:5]2[CH2:6][CH2:7][N:2]([CH3:1])[CH2:3][CH2:4]2)[CH2:9]1. The yield is 1.00. (9) The reactants are [O:1]=[O+][O-].[Cl:4][C:5]1[CH:6]=[C:7]([CH3:26])[C:8]2[NH:9][C:10](=[O:25])[C:11]3[CH:21]=[C:20]([CH2:22][CH:23]=C)[CH:19]=[N:18][C:12]=3[N:13]([CH2:16][CH3:17])[C:14]=2[N:15]=1.[BH4-].[Na+].[NH4+].[Cl-]. The catalyst is C(Cl)Cl.CO. The product is [Cl:4][C:5]1[CH:6]=[C:7]([CH3:26])[C:8]2[NH:9][C:10](=[O:25])[C:11]3[CH:21]=[C:20]([CH2:22][CH2:23][OH:1])[CH:19]=[N:18][C:12]=3[N:13]([CH2:16][CH3:17])[C:14]=2[N:15]=1. The yield is 0.740.